Predict the product of the given reaction. From a dataset of Forward reaction prediction with 1.9M reactions from USPTO patents (1976-2016). (1) Given the reactants C(O[C:6](=O)[N:7]([CH2:9][CH2:10][C@H:11]1[CH2:16][CH2:15][C@H:14](/[CH:17]=[CH:18]/[CH2:19][OH:20])[CH2:13][CH2:12]1)C)(C)(C)C.[ClH:22], predict the reaction product. The product is: [ClH:22].[CH3:6][NH:7][CH2:9][CH2:10][C@H:11]1[CH2:16][CH2:15][C@H:14](/[CH:17]=[CH:18]/[CH2:19][OH:20])[CH2:13][CH2:12]1. (2) Given the reactants [CH2:1]([C@H:3]1[CH2:12][C@@H:11](C(C)C(NC2C=CC=CC=2)=O)[C:10]2[C:5](=[CH:6][CH:7]=[CH:8][CH:9]=2)[N:4]1[C:24]([C:26]1[CH:27]=[N:28][CH:29]=[CH:30][CH:31]=1)=[O:25])C.[N:32]1[CH:37]=[CH:36][CH:35]=[C:34](Cl)[CH:33]=1.[O:39]1C=[CH:42][CH:41]=[C:40]1C(Cl)=O.[C:47](Cl)(=O)CC.C(Cl)(=O)C, predict the reaction product. The product is: [CH3:1][C@H:3]1[CH2:12][C@@H:11]([N:32]([C:37]2[CH:36]=[CH:35][CH:34]=[CH:33][CH:47]=2)[C:40](=[O:39])[CH2:41][CH3:42])[C:10]2[C:5](=[CH:6][CH:7]=[CH:8][CH:9]=2)[N:4]1[C:24]([C:26]1[CH:27]=[N:28][CH:29]=[CH:30][CH:31]=1)=[O:25]. (3) The product is: [CH3:1][O:2][CH2:3][CH:4]([CH3:29])[O:5][C:6]1[CH:7]=[C:8]([O:18][C:19]2[CH:20]=[N:21][C:22]([S:25]([CH3:28])(=[O:27])=[O:26])=[CH:23][CH:24]=2)[CH:9]=[C:10]2[C:14]=1[NH:13][C:12]([C:15]([NH2:31])=[O:16])=[CH:11]2. Given the reactants [CH3:1][O:2][CH2:3][CH:4]([CH3:29])[O:5][C:6]1[CH:7]=[C:8]([O:18][C:19]2[CH:20]=[N:21][C:22]([S:25]([CH3:28])(=[O:27])=[O:26])=[CH:23][CH:24]=2)[CH:9]=[C:10]2[C:14]=1[NH:13][C:12]([C:15](O)=[O:16])=[CH:11]2.O[N:31]1C2C=CC=CC=2N=N1.Cl.C(N=C=NCCCN(C)C)C.[OH-].[NH4+], predict the reaction product. (4) The product is: [F:3][C:4]([F:12])([F:13])[C:5]1[CH:10]=[CH:9][CH:8]=[CH:7][C:6]=1[O:11][C:20]1[CH:19]=[CH:18][N:17]=[C:16]([C:14]#[N:15])[CH:21]=1. Given the reactants [H-].[Na+].[F:3][C:4]([F:13])([F:12])[C:5]1[CH:10]=[CH:9][CH:8]=[CH:7][C:6]=1[OH:11].[C:14]([C:16]1[CH:21]=[C:20](Cl)[CH:19]=[CH:18][N:17]=1)#[N:15].[Cl-].[NH4+], predict the reaction product.